Predict the reactants needed to synthesize the given product. From a dataset of Full USPTO retrosynthesis dataset with 1.9M reactions from patents (1976-2016). (1) The reactants are: [CH2:1]([N:8]1[CH:13]([CH2:14][O:15][Si](C(C)(C)C)(C)C)[CH2:12][O:11][C:10]([CH2:24][CH:25]([O:27][Si:28]([C:41]([CH3:44])([CH3:43])[CH3:42])([C:35]2[CH:40]=[CH:39][CH:38]=[CH:37][CH:36]=2)[C:29]2[CH:34]=[CH:33][CH:32]=[CH:31][CH:30]=2)[CH3:26])([CH3:23])[C:9]1=[O:45])[C:2]1[CH:7]=[CH:6][CH:5]=[CH:4][CH:3]=1.O1CCCC1.O. Given the product [CH2:1]([N:8]1[CH:13]([CH2:14][OH:15])[CH2:12][O:11][C:10]([CH2:24][CH:25]([O:27][Si:28]([C:41]([CH3:44])([CH3:43])[CH3:42])([C:35]2[CH:36]=[CH:37][CH:38]=[CH:39][CH:40]=2)[C:29]2[CH:30]=[CH:31][CH:32]=[CH:33][CH:34]=2)[CH3:26])([CH3:23])[C:9]1=[O:45])[C:2]1[CH:7]=[CH:6][CH:5]=[CH:4][CH:3]=1, predict the reactants needed to synthesize it. (2) Given the product [OH:16][NH:15][C:13]([C:6]1[CH:5]=[C:4]2[C:9]([C:10](=[O:12])[NH:11][C:2](=[O:1])[NH:3]2)=[CH:8][CH:7]=1)=[O:14], predict the reactants needed to synthesize it. The reactants are: [O:1]=[C:2]1[NH:11][C:10](=[O:12])[C:9]2[C:4](=[CH:5][C:6]([C:13]([NH:15][O:16]C3CCCCO3)=[O:14])=[CH:7][CH:8]=2)[NH:3]1. (3) The reactants are: [OH:1][C:2]1[CH:7]=[CH:6][CH:5]=[CH:4][C:3]=1[C:8]1[N:17]=[C:16]([N:18]2[CH2:23][CH2:22][CH2:21][C@@H:20]([CH2:24][NH:25][C:26](=[O:33])[O:27][C@@H:28]3[CH2:32][CH2:31][O:30][CH2:29]3)[CH2:19]2)[C:15]2[C:10](=[CH:11][C:12]([CH3:34])=[CH:13][CH:14]=2)[N:9]=1.[ClH:35]. Given the product [ClH:35].[OH:1][C:2]1[CH:7]=[CH:6][CH:5]=[CH:4][C:3]=1[C:8]1[N:17]=[C:16]([N:18]2[CH2:23][CH2:22][CH2:21][C@@H:20]([CH2:24][NH:25][C:26](=[O:33])[O:27][C@@H:28]3[CH2:32][CH2:31][O:30][CH2:29]3)[CH2:19]2)[C:15]2[C:10](=[CH:11][C:12]([CH3:34])=[CH:13][CH:14]=2)[N:9]=1, predict the reactants needed to synthesize it. (4) Given the product [Cl:1][C:2]1[CH:3]=[C:4]([NH:9][C:10]2[C:19]3[C:14](=[CH:15][C:16]([O:22][CH2:23][C:24](=[NH:25])[NH:26][OH:27])=[C:17]([O:20][CH3:21])[CH:18]=3)[N:13]=[CH:12][N:11]=2)[CH:5]=[CH:6][C:7]=1[Cl:8], predict the reactants needed to synthesize it. The reactants are: [Cl:1][C:2]1[CH:3]=[C:4]([NH:9][C:10]2[C:19]3[C:14](=[CH:15][C:16]([O:22][CH2:23][C:24]#[N:25])=[C:17]([O:20][CH3:21])[CH:18]=3)[N:13]=[CH:12][N:11]=2)[CH:5]=[CH:6][C:7]=1[Cl:8].[NH2:26][OH:27]. (5) Given the product [CH:77]1[N:78]=[C:79]([NH2:80])[C:74]2[N:73]=[CH:72][N:71]([C@@H:69]3[O:70][C@H:66]([CH2:65][O:64][P:61]([O:60][P:57]([O:56][CH2:55][C@H:53]4[O:54][C@@H:50]([N:48]5[CH:47]=[C:46]([C:89]([NH2:91])=[O:90])[CH2:45][CH:44]=[CH:49]5)[C@H:51]([OH:88])[C@@H:52]4[OH:87])([OH:59])=[O:58])([OH:63])=[O:62])[C@@H:67]([OH:86])[C@H:68]3[O:81][P:82]([OH:85])([OH:84])=[O:83])[C:75]=2[N:76]=1, predict the reactants needed to synthesize it. The reactants are: C(O)C(N)(CO)CO.Cl.C1C(C(N[C@H](C(O)=O)CCC(O)=O)=O)=CC=C(N(C=O)CC2C=CC3NC(N)=NC(=O)C=3C=2)C=1.[CH:44]1[CH:49]=[N+:48]([C@@H:50]2[O:54][C@H:53]([CH2:55][O:56][P:57]([O:60][P:61]([O:64][CH2:65][C@H:66]3[O:70][C@@H:69]([N:71]4[C:75]5[N:76]=[CH:77][N:78]=[C:79]([NH2:80])[C:74]=5[N:73]=[CH:72]4)[C@H:68]([O:81][P:82]([OH:85])([OH:84])=[O:83])[C@@H:67]3[OH:86])([OH:63])=[O:62])([OH:59])=[O:58])[C@@H:52]([OH:87])[C@H:51]2[OH:88])[CH:47]=[C:46]([C:89]([NH2:91])=[O:90])[CH:45]=1.C(=O)CC.[O-]P(OP([O-])([O-])=O)(=O)[O-].[Na+].[Na+].[Na+].[Na+].